From a dataset of Catalyst prediction with 721,799 reactions and 888 catalyst types from USPTO. Predict which catalyst facilitates the given reaction. (1) Reactant: [NH2:1][CH2:2][CH2:3][CH2:4][N:5]1[C:17]2[C:16]3[CH:15]=[CH:14][CH:13]=[CH:12][C:11]=3[N:10]=[C:9]([NH2:18])[C:8]=2[N:7]=[C:6]1[CH2:19][CH2:20][O:21][CH3:22].[CH3:23][N:24]([CH3:39])[C:25]1[CH:34]=[CH:33][CH:32]=[C:31]2[C:26]=1[CH:27]=[CH:28][CH:29]=[C:30]2[S:35](Cl)(=[O:37])=[O:36]. Product: [NH2:18][C:9]1[C:8]2[N:7]=[C:6]([CH2:19][CH2:20][O:21][CH3:22])[N:5]([CH2:4][CH2:3][CH2:2][NH:1][S:35]([C:30]3[C:31]4[C:26](=[C:25]([N:24]([CH3:39])[CH3:23])[CH:34]=[CH:33][CH:32]=4)[CH:27]=[CH:28][CH:29]=3)(=[O:37])=[O:36])[C:17]=2[C:16]2[CH:15]=[CH:14][CH:13]=[CH:12][C:11]=2[N:10]=1. The catalyst class is: 22. (2) Reactant: [C:1]([C:3]1[N:7]2[CH:8]=[C:9]([C:12]3[CH:20]=[CH:19][C:15]([C:16]([OH:18])=O)=[CH:14][CH:13]=3)[CH:10]=[CH:11][C:6]2=[N:5][CH:4]=1)#[CH:2].C[N:22]1[CH2:27][CH2:26][O:25][CH2:24][CH2:23]1.CN(C(ON1N=NC2C=CC=NC1=2)=[N+](C)C)C.F[P-](F)(F)(F)(F)F.N1CCOCC1. Product: [C:1]([C:3]1[N:7]2[CH:8]=[C:9]([C:12]3[CH:13]=[CH:14][C:15]([C:16]([N:22]4[CH2:27][CH2:26][O:25][CH2:24][CH2:23]4)=[O:18])=[CH:19][CH:20]=3)[CH:10]=[CH:11][C:6]2=[N:5][CH:4]=1)#[CH:2]. The catalyst class is: 31.